From a dataset of Full USPTO retrosynthesis dataset with 1.9M reactions from patents (1976-2016). Predict the reactants needed to synthesize the given product. Given the product [CH3:1][O:2][C:3](=[O:28])[C@H:4]([CH2:24][CH2:25][S:26][CH3:27])[NH:5][C:6](=[O:23])[C:7]1[CH:12]=[CH:11][C:10]([NH2:13])=[CH:9][C:8]=1[C:16]1[CH:21]=[CH:20][CH:19]=[CH:18][C:17]=1[CH3:22], predict the reactants needed to synthesize it. The reactants are: [CH3:1][O:2][C:3](=[O:28])[C@H:4]([CH2:24][CH2:25][S:26][CH3:27])[NH:5][C:6](=[O:23])[C:7]1[CH:12]=[CH:11][C:10]([N+:13]([O-])=O)=[CH:9][C:8]=1[C:16]1[CH:21]=[CH:20][CH:19]=[CH:18][C:17]=1[CH3:22].O.O.Cl[Sn]Cl.C([O-])(O)=O.[Na+].